From a dataset of Forward reaction prediction with 1.9M reactions from USPTO patents (1976-2016). Predict the product of the given reaction. (1) Given the reactants [F:1][C:2]([F:31])([F:30])[C:3]1[CH:8]=[CH:7][C:6]([C:9]2[CH:10]=[CH:11][C:12]([N:15]3[CH2:20][CH2:19][N:18]([C:21]([O:23][CH2:24][C:25]([O:27]CC)=O)=[O:22])[CH2:17][CH2:16]3)=[N:13][CH:14]=2)=[CH:5][CH:4]=1.[CH3:32][NH2:33], predict the reaction product. The product is: [F:1][C:2]([F:31])([F:30])[C:3]1[CH:4]=[CH:5][C:6]([C:9]2[CH:10]=[CH:11][C:12]([N:15]3[CH2:20][CH2:19][N:18]([C:21]([O:23][CH2:24][C:25]([NH:33][CH3:32])=[O:27])=[O:22])[CH2:17][CH2:16]3)=[N:13][CH:14]=2)=[CH:7][CH:8]=1. (2) Given the reactants S(Cl)(Cl)=O.[F:5][C:6]1[CH:7]=[C:8]([CH:31]=[CH:32][CH:33]=1)[CH2:9][N:10]1[C:18]2[C:13](=[CH:14][C:15]([NH:19][C:20]3[C:25]4=[C:26]([CH2:29][OH:30])[CH:27]=[CH:28][N:24]4[N:23]=[CH:22][N:21]=3)=[CH:16][CH:17]=2)[CH:12]=[N:11]1.[C:34]([O:38][C:39]([N:41]1[CH2:46][CH2:45][O:44][C@H:43]([CH2:47]O)[CH2:42]1)=[O:40])([CH3:37])([CH3:36])[CH3:35].CCN(C(C)C)C(C)C, predict the reaction product. The product is: [C:34]([O:38][C:39]([N:41]1[CH2:46][CH2:45][O:44][CH:43]([CH2:47][O:30][CH2:29][C:26]2[CH:27]=[CH:28][N:24]3[C:25]=2[C:20]([NH:19][C:15]2[CH:14]=[C:13]4[C:18](=[CH:17][CH:16]=2)[N:10]([CH2:9][C:8]2[CH:31]=[CH:32][CH:33]=[C:6]([F:5])[CH:7]=2)[N:11]=[CH:12]4)=[N:21][CH:22]=[N:23]3)[CH2:42]1)=[O:40])([CH3:37])([CH3:35])[CH3:36]. (3) The product is: [Cl:36][C:37]1[CH:38]=[C:39]2[C:43](=[CH:44][CH:45]=1)[NH:42][C:41]([C:46]([NH:48][C@@H:49]1[CH2:57][C:56]3[C:51](=[CH:52][CH:53]=[CH:54][CH:55]=3)[C@H:50]1[NH:58][CH2:59][C@@H:60]([OH:61])[CH2:64][OH:63])=[O:47])=[CH:40]2. Given the reactants C([O-])(=O)C.[K+].N[C@@H]1C2C(=CC=CC=2)C[C@H]1NC(C1NC2C(C=1)=CC(Cl)=CC=2)=O.C(O)(C(F)(F)F)=O.[Cl:36][C:37]1[CH:38]=[C:39]2[C:43](=[CH:44][CH:45]=1)[NH:42][C:41]([C:46]([NH:48][C@@H:49]1[CH2:57][C:56]3[C:51](=[CH:52][CH:53]=[CH:54][CH:55]=3)[C@H:50]1[NH:58][CH2:59][C@@H:60]1[CH2:64][O:63]C(C)(C)[O:61]1)=[O:47])=[CH:40]2, predict the reaction product. (4) The product is: [Br:1][C:2]1[C:7]([O:8][C:9]2[CH:14]=[CH:13][C:12]([F:15])=[CH:11][C:10]=2[F:16])=[CH:6][C:5]2[N:17]=[N:19][NH:18][C:4]=2[CH:3]=1. Given the reactants [Br:1][C:2]1[CH:3]=[C:4]([NH2:18])[C:5]([NH2:17])=[CH:6][C:7]=1[O:8][C:9]1[CH:14]=[CH:13][C:12]([F:15])=[CH:11][C:10]=1[F:16].[N:19]([O-])=O.[Na+], predict the reaction product. (5) Given the reactants CO[C:3]1[CH2:4][CH2:5][CH2:6][CH2:7][CH2:8][N:9]=1.O1CCOCC1.[Cl:16][C:17]1[C:21]([CH3:22])=[CH:20][S:19][C:18]=1[C:23]1([C:28]([NH:30][NH2:31])=O)[CH2:27][CH2:26][CH2:25][CH2:24]1, predict the reaction product. The product is: [Cl:16][C:17]1[C:21]([CH3:22])=[CH:20][S:19][C:18]=1[C:23]1([C:28]2[N:9]3[CH2:8][CH2:7][CH2:6][CH2:5][CH2:4][C:3]3=[N:31][N:30]=2)[CH2:27][CH2:26][CH2:25][CH2:24]1. (6) Given the reactants Cl[C:2]1[C:7]([N+:8]([O-:10])=[O:9])=[C:6](Cl)[N:5]=[CH:4][N:3]=1.[NH3:12], predict the reaction product. The product is: [NH2:12][C:4]1[N:5]=[CH:6][C:7]([N+:8]([O-:10])=[O:9])=[CH:2][N:3]=1. (7) Given the reactants [CH:1]1([C:4]2[CH:5]=[C:6]([CH3:32])[C:7]([N:10]3[CH2:15][CH2:14][N:13]([C:16]([C:18]4[CH:19]=[CH:20][C:21]([N:24]5[C@H:28]([CH2:29][OH:30])[CH2:27][O:26][C:25]5=[O:31])=[N:22][CH:23]=4)=[O:17])[CH2:12][CH2:11]3)=[N:8][CH:9]=2)[CH2:3][CH2:2]1.[CH3:33]I, predict the reaction product. The product is: [CH:1]1([C:4]2[CH:5]=[C:6]([CH3:32])[C:7]([N:10]3[CH2:15][CH2:14][N:13]([C:16]([C:18]4[CH:19]=[CH:20][C:21]([N:24]5[C@H:28]([CH2:29][O:30][CH3:33])[CH2:27][O:26][C:25]5=[O:31])=[N:22][CH:23]=4)=[O:17])[CH2:12][CH2:11]3)=[N:8][CH:9]=2)[CH2:2][CH2:3]1. (8) Given the reactants Cl.[F:2][C:3]([F:13])([F:12])[C:4]1[N:5]=[C:6]([C:9]([NH2:11])=[NH:10])[S:7][CH:8]=1.C([O:16][C:17]([C:19]([O:22][C:23]1[CH:28]=[CH:27][CH:26]=[CH:25][CH:24]=1)=[CH:20][O-])=O)C.[Na+].CC[O-].[Na+], predict the reaction product. The product is: [O:22]([C:19]1[C:17]([OH:16])=[N:10][C:9]([C:6]2[S:7][CH:8]=[C:4]([C:3]([F:2])([F:12])[F:13])[N:5]=2)=[N:11][CH:20]=1)[C:23]1[CH:28]=[CH:27][CH:26]=[CH:25][CH:24]=1. (9) Given the reactants C([C@H]1C(=O)N[C@@H](C2OC=NC=2)CN1C(OC(C)(C)C)=O)C(C)C.C1([C@@H]2C[C@H]2C(O)=O)C=CC=CC=1.F[C:37]1[CH:42]=[CH:41][C:40]([C:43]2ON=[C:45]([C:48]([N:50]3[CH2:55][C@H:54]([C:56]4[O:60][CH:59]=[N:58][CH:57]=4)[NH:53][C:52](=[O:61])[C@@H:51]3[CH2:62][CH:63]([CH3:65])[CH3:64])=[O:49])[CH:44]=2)=[CH:39][CH:38]=1, predict the reaction product. The product is: [CH2:62]([C@@H:51]1[N:50]([C:48]([C@@H:45]2[CH2:44][C@H:43]2[C:40]2[CH:41]=[CH:42][CH:37]=[CH:38][CH:39]=2)=[O:49])[CH2:55][C@H:54]([C:56]2[O:60][CH:59]=[N:58][CH:57]=2)[NH:53][C:52]1=[O:61])[CH:63]([CH3:65])[CH3:64].